From a dataset of Catalyst prediction with 721,799 reactions and 888 catalyst types from USPTO. Predict which catalyst facilitates the given reaction. Reactant: [CH2:1]([O:3][C:4]([C:6]1[C:11](=[O:12])[NH:10][C:9]([CH:13]([N:15]2[CH2:20][CH2:19][N:18]([S:21]([C:24]3[CH:29]=[CH:28][C:27]([O:30][CH3:31])=[CH:26][CH:25]=3)(=[O:23])=[O:22])[CH2:17][CH2:16]2)[CH3:14])=[N:8][CH:7]=1)=[O:5])[CH3:2].[CH:32]1(I)[CH2:36][CH2:35][CH2:34][CH2:33]1.C(=O)([O-])[O-].[K+].[K+].CC#N. Product: [CH2:1]([O:3][C:4]([C:6]1[C:11]([O:12][CH:32]2[CH2:36][CH2:35][CH2:34][CH2:33]2)=[N:10][C:9]([CH:13]([N:15]2[CH2:20][CH2:19][N:18]([S:21]([C:24]3[CH:25]=[CH:26][C:27]([O:30][CH3:31])=[CH:28][CH:29]=3)(=[O:23])=[O:22])[CH2:17][CH2:16]2)[CH3:14])=[N:8][CH:7]=1)=[O:5])[CH3:2]. The catalyst class is: 3.